From a dataset of Retrosynthesis with 50K atom-mapped reactions and 10 reaction types from USPTO. Predict the reactants needed to synthesize the given product. Given the product CC(=O)OCc1cccc(C#N)n1, predict the reactants needed to synthesize it. The reactants are: CC(=O)OCc1cccc(C(N)=O)n1.